From a dataset of Reaction yield outcomes from USPTO patents with 853,638 reactions. Predict the reaction yield, written as a fraction of the theoretical maximum amount of product (1.0 means a 100% yield; for example, 0.34 means a 34% yield). (1) No catalyst specified. The yield is 0.190. The product is [NH2:11][C:12]1[C:13]([C:17](=[N:18][OH:19])[NH:2][CH2:3][CH2:4][CH2:5][NH:6][S:7]([CH3:10])(=[O:9])=[O:8])=[N:14][O:15][N:16]=1. The reactants are Cl.[NH2:2][CH2:3][CH2:4][CH2:5][NH:6][S:7]([CH3:10])(=[O:9])=[O:8].[NH2:11][C:12]1[C:13]([C:17](Cl)=[N:18][OH:19])=[N:14][O:15][N:16]=1. (2) The reactants are [NH:1]1[CH2:5][CH2:4][C:3]2([CH2:10][CH:9]3[CH2:11][N:6]2[CH2:7][CH2:8]3)[CH2:2]1.C1(P(C2C=CC=CC=2)C2C=CC3C(=CC=CC=3)C=2C2C3C(=CC=CC=3)C=CC=2P(C2C=CC=CC=2)C2C=CC=CC=2)C=CC=CC=1.CC(C)([O-])C.[K+].Br[C:65]1[CH:66]=[C:67]([O:71][C:72]2[CH:77]=[CH:76][CH:75]=[CH:74][CH:73]=2)[CH:68]=[N:69][CH:70]=1. The catalyst is C1(C)C=CC=CC=1.C1C=CC(/C=C/C(/C=C/C2C=CC=CC=2)=O)=CC=1.C1C=CC(/C=C/C(/C=C/C2C=CC=CC=2)=O)=CC=1.C1C=CC(/C=C/C(/C=C/C2C=CC=CC=2)=O)=CC=1.[Pd].[Pd]. The product is [O:71]([C:67]1[CH:66]=[C:65]([N:1]2[CH2:5][CH2:4][C:3]3([CH2:10][CH:9]4[CH2:11][N:6]3[CH2:7][CH2:8]4)[CH2:2]2)[CH:70]=[N:69][CH:68]=1)[C:72]1[CH:73]=[CH:74][CH:75]=[CH:76][CH:77]=1. The yield is 0.520.